This data is from Full USPTO retrosynthesis dataset with 1.9M reactions from patents (1976-2016). The task is: Predict the reactants needed to synthesize the given product. (1) Given the product [C:16]([C:15]1[CH:7]([C:6]2[CH:5]=[C:4]([O:10][CH3:11])[C:3]([O:12][CH3:13])=[C:2]([Br:1])[CH:9]=2)[C:28]2[C:27](=[C:26]([NH2:25])[C:31]([NH2:32])=[CH:30][CH:29]=2)[O:33][C:14]=1[NH2:18])#[N:17], predict the reactants needed to synthesize it. The reactants are: [Br:1][C:2]1[C:3]([O:12][CH3:13])=[C:4]([O:10][CH3:11])[CH:5]=[C:6]([CH:9]=1)[CH:7]=O.[C:14](#[N:18])[CH2:15][C:16]#[N:17].N1CCCCC1.[NH2:25][C:26]1[C:31]([NH2:32])=[CH:30][CH:29]=[CH:28][C:27]=1[OH:33]. (2) Given the product [CH2:1]([O:3][C:4]1[CH:25]=[CH:24][CH:23]=[CH:22][C:5]=1[O:6][C@@H:7]1[CH2:12][CH2:11][CH2:10][N:9]([C:13]2[N:18]=[CH:17][C:16]([C:19]([NH:26][CH2:27][C:28]3[C:29]([CH3:39])=[N:30][CH:31]=[C:32]([CH:38]=3)[C:33]([OH:35])=[O:34])=[O:20])=[CH:15][N:14]=2)[CH2:8]1)[CH3:2], predict the reactants needed to synthesize it. The reactants are: [CH2:1]([O:3][C:4]1[CH:25]=[CH:24][CH:23]=[CH:22][C:5]=1[O:6][C@@H:7]1[CH2:12][CH2:11][CH2:10][N:9]([C:13]2[N:18]=[CH:17][C:16]([C:19](O)=[O:20])=[CH:15][N:14]=2)[CH2:8]1)[CH3:2].[NH2:26][CH2:27][C:28]1[C:29]([CH3:39])=[N:30][CH:31]=[C:32]([CH:38]=1)[C:33]([O:35]CC)=[O:34].CCN=C=NCCCN(C)C.[Li+].[OH-]. (3) Given the product [OH:3][CH:2]([C:4]1[CH:9]=[C:8]([OH:10])[CH:7]=[CH:6][CH:5]=1)[CH3:1], predict the reactants needed to synthesize it. The reactants are: [CH3:1][C:2]([C:4]1[CH:5]=[CH:6][CH:7]=[C:8]([OH:10])[CH:9]=1)=[O:3].[BH4-].[Na+].Cl. (4) The reactants are: [CH2:1]([O:8][C:9]([NH:11][CH2:12][C:13](=N)OC)=[O:10])[C:2]1[CH:7]=[CH:6][CH:5]=[CH:4][CH:3]=1.[CH2:17]([O:24][C:25]1[CH:34]=[CH:33][C:28]([C:29]([NH:31][NH2:32])=[O:30])=[CH:27][CH:26]=1)[C:18]1[CH:23]=[CH:22][CH:21]=[CH:20][CH:19]=1. Given the product [CH2:17]([O:24][C:25]1[CH:26]=[CH:27][C:28]([C:29]2[O:30][C:13]([CH2:12][NH:11][C:9](=[O:10])[O:8][CH2:1][C:2]3[CH:7]=[CH:6][CH:5]=[CH:4][CH:3]=3)=[N:32][N:31]=2)=[CH:33][CH:34]=1)[C:18]1[CH:19]=[CH:20][CH:21]=[CH:22][CH:23]=1, predict the reactants needed to synthesize it. (5) Given the product [Cl:30][C:19]1[CH:20]=[C:21]([C:22]2[CH:27]=[CH:26][CH:25]=[C:24]([Cl:28])[C:23]=2[Cl:29])[C:15]2[O:14][CH:13]([CH2:12][NH:32][CH3:31])[CH2:17][C:16]=2[CH:18]=1, predict the reactants needed to synthesize it. The reactants are: CC1C=CC(S(O[CH2:12][CH:13]2[CH2:17][C:16]3[CH:18]=[C:19]([Cl:30])[CH:20]=[C:21]([C:22]4[CH:27]=[CH:26][CH:25]=[C:24]([Cl:28])[C:23]=4[Cl:29])[C:15]=3[O:14]2)(=O)=O)=CC=1.[CH3:31][NH2:32]. (6) The reactants are: C(=O)(O)O.[NH2:5][NH:6][C:7]([NH2:9])=[NH:8].[Cl:10][C:11]1[C:20]([Cl:21])=[CH:19][CH:18]=[CH:17][C:12]=1[C:13]([C:15]#[N:16])=O. Given the product [Cl:10][C:11]1[C:20]([Cl:21])=[CH:19][CH:18]=[CH:17][C:12]=1/[C:13](=[N:5]/[NH:6][C:7]([NH2:9])=[NH:8])/[C:15]#[N:16], predict the reactants needed to synthesize it. (7) Given the product [F:20][C:22]1[CH:23]=[C:24]([CH:28]([C:34]2[CH:39]=[CH:38][CH:37]=[CH:36][CH:35]=2)[C:29]2[NH:33][CH:32]=[N:31][CH:30]=2)[CH:25]=[CH:26][CH:27]=1, predict the reactants needed to synthesize it. The reactants are: ClC1C([F:20])=C(C(C2C=CC=CC=2)C2NC=NC=2)C=CC=1.Cl[C:22]1[C:23](C)=[C:24]([CH:28]([C:34]2[CH:39]=[CH:38][CH:37]=[CH:36][CH:35]=2)[C:29]2[NH:33][CH:32]=[N:31][CH:30]=2)[CH:25]=[CH:26][CH:27]=1. (8) Given the product [OH:1][C:2]([C:5]1[CH:17]=[C:16]2[C:8]([C:9]3[C:10]([C:31]4[CH:36]=[CH:35][CH:34]=[C:33]([N:37]5[C:42](=[O:43])[CH:41]=[C:40]6[CH:44]=[CH:45][C:46]([O:48][CH3:49])=[CH:47][N:39]6[C:38]5=[O:50])[C:32]=4[CH3:51])=[CH:11][CH:12]=[C:13]([C:18]([NH2:20])=[O:19])[C:14]=3[NH:15]2)=[CH:7][CH:6]=1)([CH3:3])[CH3:4], predict the reactants needed to synthesize it. The reactants are: [OH:1][C:2]([C:5]1[CH:17]=[C:16]2[C:8]([C:9]3[C:10](B4OC(C)(C)C(C)(C)O4)=[CH:11][CH:12]=[C:13]([C:18]([NH2:20])=[O:19])[C:14]=3[NH:15]2)=[CH:7][CH:6]=1)([CH3:4])[CH3:3].Br[C:31]1[C:32]([CH3:51])=[C:33]([N:37]2[C:42](=[O:43])[CH:41]=[C:40]3[CH:44]=[CH:45][C:46]([O:48][CH3:49])=[CH:47][N:39]3[C:38]2=[O:50])[CH:34]=[CH:35][CH:36]=1.C([O-])([O-])=O.[Na+].[Na+]. (9) Given the product [F:37][C:34]([F:35])([F:36])[C:32]1[CH:33]=[C:28]([CH:29]=[C:30]([C:38]([F:39])([F:40])[F:41])[CH:31]=1)[CH2:27][N:20]([C:21]1[N:22]=[N:23][N:24]([CH3:26])[N:25]=1)[C@H:16]1[CH2:17][CH2:18][CH2:19][N:13]([CH2:12][C:10]2[CH:9]=[CH:8][C:7]([F:51])=[C:6]([CH:11]=2)[C:5]([OH:52])=[O:4])[C:14]2[CH:45]=[C:44]([C:46]([F:47])([F:48])[F:49])[C:43]([CH3:50])=[CH:42][C:15]1=2, predict the reactants needed to synthesize it. The reactants are: [OH-].[Na+].C[O:4][C:5](=[O:52])[C:6]1[CH:11]=[C:10]([CH2:12][N:13]2[CH2:19][CH2:18][CH2:17][C@H:16]([N:20]([CH2:27][C:28]3[CH:33]=[C:32]([C:34]([F:37])([F:36])[F:35])[CH:31]=[C:30]([C:38]([F:41])([F:40])[F:39])[CH:29]=3)[C:21]3[N:22]=[N:23][N:24]([CH3:26])[N:25]=3)[C:15]3[CH:42]=[C:43]([CH3:50])[C:44]([C:46]([F:49])([F:48])[F:47])=[CH:45][C:14]2=3)[CH:9]=[CH:8][C:7]=1[F:51].Cl. (10) Given the product [Cl:1][C:2]1[CH:25]=[C:24]([Cl:26])[CH:23]=[CH:22][C:3]=1[CH2:4][N:5]1[C:9](/[CH:10]=[CH:11]/[C:12]([OH:14])=[O:13])=[CH:8][C:7]([O:17][CH2:18][CH2:19][O:20][CH3:21])=[N:6]1, predict the reactants needed to synthesize it. The reactants are: [Cl:1][C:2]1[CH:25]=[C:24]([Cl:26])[CH:23]=[CH:22][C:3]=1[CH2:4][N:5]1[C:9](/[CH:10]=[CH:11]/[C:12]([O:14]CC)=[O:13])=[CH:8][C:7]([O:17][CH2:18][CH2:19][O:20][CH3:21])=[N:6]1.[OH-].[Na+].O1CCCC1.